Task: Regression. Given a peptide amino acid sequence and an MHC pseudo amino acid sequence, predict their binding affinity value. This is MHC class I binding data.. Dataset: Peptide-MHC class I binding affinity with 185,985 pairs from IEDB/IMGT (1) The peptide sequence is KWKKKLNQL. The MHC is HLA-B08:01 with pseudo-sequence HLA-B08:01. The binding affinity (normalized) is 0.0847. (2) The peptide sequence is YVDHYYRDY. The MHC is HLA-B07:02 with pseudo-sequence HLA-B07:02. The binding affinity (normalized) is 0.0847. (3) The peptide sequence is WFMTWQPNI. The MHC is HLA-A02:19 with pseudo-sequence HLA-A02:19. The binding affinity (normalized) is 0.633. (4) The peptide sequence is RELNGGAVT. The MHC is HLA-B40:01 with pseudo-sequence HLA-B40:01. The binding affinity (normalized) is 0.505. (5) The peptide sequence is ILNRKAIDF. The MHC is HLA-B57:01 with pseudo-sequence HLA-B57:01. The binding affinity (normalized) is 0.0847. (6) The peptide sequence is KVVDTFISY. The MHC is HLA-A03:01 with pseudo-sequence HLA-A03:01. The binding affinity (normalized) is 0.809.